This data is from Forward reaction prediction with 1.9M reactions from USPTO patents (1976-2016). The task is: Predict the product of the given reaction. (1) Given the reactants [CH3:1][N:2]1[CH2:7][CH2:6][NH:5][CH2:4][CH2:3]1.C([O-])([O-])=O.[K+].[K+].[Cl:14][C:15]1[CH:20]=[CH:19][N:18]=[C:17]2[N:21]([S:40]([C:43]3[CH:48]=[CH:47][C:46]([CH3:49])=[CH:45][CH:44]=3)(=[O:42])=[O:41])[C:22]([C:24]3[C:28]4=[N:29][C:30]([O:35][CH3:36])=[C:31]([O:33][CH3:34])[CH:32]=[C:27]4[N:26]([CH2:37][CH2:38]I)[CH:25]=3)=[CH:23][C:16]=12, predict the reaction product. The product is: [Cl:14][C:15]1[CH:20]=[CH:19][N:18]=[C:17]2[N:21]([S:40]([C:43]3[CH:48]=[CH:47][C:46]([CH3:49])=[CH:45][CH:44]=3)(=[O:42])=[O:41])[C:22]([C:24]3[C:28]4=[N:29][C:30]([O:35][CH3:36])=[C:31]([O:33][CH3:34])[CH:32]=[C:27]4[N:26]([CH2:37][CH2:38][N:5]4[CH2:6][CH2:7][N:2]([CH3:1])[CH2:3][CH2:4]4)[CH:25]=3)=[CH:23][C:16]=12. (2) Given the reactants [Cl:1][C:2]1[CH:3]=[C:4]2[C:9](=[CH:10][CH:11]=1)[C:8](=[O:12])[CH2:7][CH2:6][CH2:5]2.[C:13](OC(C)=C)(=[O:15])[CH3:14].C1(C)C=CC(S(O)(=O)=O)=CC=1, predict the reaction product. The product is: [C:13]([O:12][C:8]1[C:9]2[C:4](=[CH:3][C:2]([Cl:1])=[CH:11][CH:10]=2)[CH2:5][CH2:6][CH:7]=1)(=[O:15])[CH3:14]. (3) Given the reactants [NH2:1][C:2]1[CH:7]=[CH:6][CH:5]=[C:4]([S:8]([N:11]2[CH2:15][CH2:14][CH2:13][CH2:12]2)(=[O:10])=[O:9])[C:3]=1[OH:16].CCO[C:20]([S-])=[S:21].[K+], predict the reaction product. The product is: [N:11]1([S:8]([C:4]2[C:3]3[O:16][C:20]([SH:21])=[N:1][C:2]=3[CH:7]=[CH:6][CH:5]=2)(=[O:10])=[O:9])[CH2:15][CH2:14][CH2:13][CH2:12]1. (4) Given the reactants [CH2:1]([N:8]1[C:13](=[O:14])[C:12]2[C:15]([CH3:18])=[N:16][S:17][C:11]=2[N:10]=[C:9]1[CH:19]([NH:22][CH2:23][CH2:24][CH2:25][N:26]([CH3:28])[CH3:27])[CH2:20][CH3:21])[C:2]1[CH:7]=[CH:6][CH:5]=[CH:4][CH:3]=1.C(=O)([O-])[O-].[K+].[K+].[C:35]1([CH3:44])[CH:40]=[CH:39][C:38]([C:41](Cl)=[O:42])=[CH:37][CH:36]=1, predict the reaction product. The product is: [CH2:1]([N:8]1[C:13](=[O:14])[C:12]2[C:15]([CH3:18])=[N:16][S:17][C:11]=2[N:10]=[C:9]1[CH:19]([N:22]([CH2:23][CH2:24][CH2:25][N:26]([CH3:27])[CH3:28])[C:41](=[O:42])[C:38]1[CH:39]=[CH:40][C:35]([CH3:44])=[CH:36][CH:37]=1)[CH2:20][CH3:21])[C:2]1[CH:7]=[CH:6][CH:5]=[CH:4][CH:3]=1. (5) Given the reactants C([Si](C)(C)OCC1C=CC(NC(=O)CCN(C)[C@H]2CC[C@H](OC(C3SC=CC=3)(C3SC=CC=3)C([O-])=O)CC2)=C(Cl)C=1)(C)(C)C.Cl.[OH:46][C:47]([C:80]1[S:81][CH:82]=[CH:83][CH:84]=1)([C:75]1[S:76][CH:77]=[CH:78][CH:79]=1)[C:48]([O:50][C@H:51]1[CH2:56][CH2:55][C@H:54]([N:57]([CH2:59][CH2:60][C:61]([NH:63][C:64]2[CH:69]=[C:68](OC)[C:67]([CH2:72][OH:73])=[CH:66][C:65]=2[Cl:74])=[O:62])[CH3:58])[CH2:53][CH2:52]1)=[O:49], predict the reaction product. The product is: [OH:46][C:47]([C:75]1[S:76][CH:77]=[CH:78][CH:79]=1)([C:80]1[S:81][CH:82]=[CH:83][CH:84]=1)[C:48]([O:50][C@H:51]1[CH2:56][CH2:55][C@H:54]([N:57]([CH2:59][CH2:60][C:61]([NH:63][C:64]2[CH:69]=[CH:68][C:67]([CH2:72][OH:73])=[CH:66][C:65]=2[Cl:74])=[O:62])[CH3:58])[CH2:53][CH2:52]1)=[O:49]. (6) Given the reactants [NH2:1][C:2]1[CH:3]=[C:4]([CH:9]=[C:10]([O:12][C:13]2[CH:22]=[CH:21][C:20]3[CH2:19][CH2:18][C@H:17]([N:23]([C:34]([O:36][C:37]([CH3:40])([CH3:39])[CH3:38])=[O:35])[CH2:24][C@@H:25]([C:27]4[CH:32]=[CH:31][CH:30]=[C:29]([Cl:33])[CH:28]=4)[OH:26])[CH2:16][C:15]=3[CH:14]=2)[CH:11]=1)[C:5]([O:7][CH3:8])=[O:6].N1C=CC=CC=1.[C:47](Cl)(=[O:54])[C:48]1[CH:53]=[CH:52][CH:51]=[CH:50][CH:49]=1.O, predict the reaction product. The product is: [C:47]([NH:1][C:2]1[CH:3]=[C:4]([CH:9]=[C:10]([O:12][C:13]2[CH:22]=[CH:21][C:20]3[CH2:19][CH2:18][C@H:17]([N:23]([C:34]([O:36][C:37]([CH3:40])([CH3:39])[CH3:38])=[O:35])[CH2:24][C@@H:25]([C:27]4[CH:32]=[CH:31][CH:30]=[C:29]([Cl:33])[CH:28]=4)[OH:26])[CH2:16][C:15]=3[CH:14]=2)[CH:11]=1)[C:5]([O:7][CH3:8])=[O:6])(=[O:54])[C:48]1[CH:53]=[CH:52][CH:51]=[CH:50][CH:49]=1.